The task is: Regression/Classification. Given a drug SMILES string, predict its absorption, distribution, metabolism, or excretion properties. Task type varies by dataset: regression for continuous measurements (e.g., permeability, clearance, half-life) or binary classification for categorical outcomes (e.g., BBB penetration, CYP inhibition). Dataset: cyp2c19_veith.. This data is from CYP2C19 inhibition data for predicting drug metabolism from PubChem BioAssay. The molecule is CC(CO)Nc1nc(SCc2ccccc2)nc2sc3c(c12)CCC3. The result is 1 (inhibitor).